From a dataset of Reaction yield outcomes from USPTO patents with 853,638 reactions. Predict the reaction yield, written as a fraction of the theoretical maximum amount of product (1.0 means a 100% yield; for example, 0.34 means a 34% yield). (1) The reactants are [C:1]12([NH:11][C:12](=[O:20])[NH:13][CH2:14][CH2:15][CH2:16][C:17]([OH:19])=[O:18])[CH2:10][CH:5]3[CH2:6][CH:7]([CH2:9][CH:3]([CH2:4]3)[CH2:2]1)[CH2:8]2.O[C:22]1[CH:27]=[CH:26][C:25]([CH2:28][C:29]([OH:31])=[O:30])=[CH:24][CH:23]=1.[CH3:32][CH2:33]N=C=NCCCN(C)C.BrCC.C([O-])([O-])=O.[K+].[K+]. The catalyst is CN(C1C=CN=CC=1)C.C(Cl)Cl.CN(C=O)C. The product is [CH2:32]([O:31][C:29]([CH2:28][C:25]1[CH:26]=[CH:27][C:22]([O:18][C:17](=[O:19])[CH2:16][CH2:15][CH2:14][NH:13][C:12]([NH:11][C:1]23[CH2:8][CH:7]4[CH2:9][CH:3]([CH2:4][CH:5]([CH2:6]4)[CH2:10]2)[CH2:2]3)=[O:20])=[CH:23][CH:24]=1)=[O:30])[CH3:33]. The yield is 0.200. (2) The reactants are [C:1]([O:5][C:6](=[O:20])[C@@H:7]([NH:10][C:11]([C:13]1[C:18]([NH2:19])=[CH:17][CH:16]=[CH:15][N:14]=1)=[O:12])[CH2:8][CH3:9])([CH3:4])([CH3:3])[CH3:2].[C:21](N1C=CN=C1)(N1C=CN=C1)=[O:22].N12CCCN=C1CCCCC2.O. The catalyst is O1CCCC1. The product is [C:1]([O:5][C:6](=[O:20])[C@@H:7]([N:10]1[C:11](=[O:12])[C:13]2[N:14]=[CH:15][CH:16]=[CH:17][C:18]=2[NH:19][C:21]1=[O:22])[CH2:8][CH3:9])([CH3:2])([CH3:3])[CH3:4]. The yield is 0.550. (3) The reactants are Br[C:2]1[CH:7]=[CH:6][C:5]([Br:8])=[CH:4][N:3]=1.O.[NH2:10][NH2:11].CC(O)CC. The catalyst is O. The product is [Br:8][C:5]1[CH:6]=[CH:7][C:2]([NH:10][NH2:11])=[N:3][CH:4]=1. The yield is 0.870. (4) The yield is 0.200. The reactants are [Cl:1][C:2]1[CH:3]=[C:4]([C:17]2[CH:25]=[CH:24][C:20]([C:21](O)=[O:22])=[CH:19][C:18]=2[O:26][CH3:27])[CH:5]=[N:6][C:7]=1[O:8][C:9]1[CH:14]=[C:13]([Cl:15])[CH:12]=[C:11]([Cl:16])[CH:10]=1.[CH3:28][NH:29][S:30]([NH2:33])(=[O:32])=[O:31].CCN=C=NCCCN(C)C.Cl. The product is [Cl:1][C:2]1[CH:3]=[C:4]([C:17]2[CH:25]=[CH:24][C:20]([C:21]([NH:33][S:30](=[O:32])(=[O:31])[NH:29][CH3:28])=[O:22])=[CH:19][C:18]=2[O:26][CH3:27])[CH:5]=[N:6][C:7]=1[O:8][C:9]1[CH:14]=[C:13]([Cl:15])[CH:12]=[C:11]([Cl:16])[CH:10]=1. The catalyst is CN(C1C=CN=CC=1)C.C(Cl)Cl. (5) The reactants are [Br:1][C:2]1[CH:7]=[C:6]([Cl:8])[C:5]([S:9](Cl)(=[O:11])=[O:10])=[C:4]([Cl:13])[CH:3]=1.[NH2:14][C:15]1[C:16]([CH3:22])=[N:17][N:18]([CH3:21])[C:19]=1[CH3:20]. The catalyst is N1C=CC=CC=1. The product is [Br:1][C:2]1[CH:7]=[C:6]([Cl:8])[C:5]([S:9]([NH:14][C:15]2[C:16]([CH3:22])=[N:17][N:18]([CH3:21])[C:19]=2[CH3:20])(=[O:11])=[O:10])=[C:4]([Cl:13])[CH:3]=1. The yield is 0.890.